The task is: Regression. Given a peptide amino acid sequence and an MHC pseudo amino acid sequence, predict their binding affinity value. This is MHC class II binding data.. This data is from Peptide-MHC class II binding affinity with 134,281 pairs from IEDB. (1) The peptide sequence is AEMKTDAATLAQEAG. The MHC is HLA-DQA10301-DQB10302 with pseudo-sequence HLA-DQA10301-DQB10302. The binding affinity (normalized) is 0.526. (2) The peptide sequence is GELQIVDKGDAAFKI. The MHC is DRB1_1302 with pseudo-sequence DRB1_1302. The binding affinity (normalized) is 0.690. (3) The peptide sequence is IISIVQMAPVSAMVR. The MHC is DRB1_0101 with pseudo-sequence DRB1_0101. The binding affinity (normalized) is 1.00. (4) The peptide sequence is DMDKVETFLRIVQCR. The MHC is DRB5_0101 with pseudo-sequence DRB5_0101. The binding affinity (normalized) is 0.176. (5) The MHC is DRB1_0802 with pseudo-sequence DRB1_0802. The peptide sequence is AFKVAATAANAAPAS. The binding affinity (normalized) is 0.865. (6) The peptide sequence is YDKQLANVSTVLTGK. The MHC is DRB1_0401 with pseudo-sequence DRB1_0401. The binding affinity (normalized) is 0.591.